This data is from Forward reaction prediction with 1.9M reactions from USPTO patents (1976-2016). The task is: Predict the product of the given reaction. (1) Given the reactants [C:1]([O:5][C:6]([N:8]1[CH2:13][CH2:12][CH:11]([N:14]2[CH2:19][CH2:18][CH:17]([OH:20])[CH2:16][CH2:15]2)[CH2:10][CH2:9]1)=[O:7])([CH3:4])([CH3:3])[CH3:2].[C:21](Cl)(=[O:28])[C:22]1[CH:27]=[CH:26][CH:25]=[CH:24][CH:23]=1, predict the reaction product. The product is: [C:1]([O:5][C:6]([N:8]1[CH2:13][CH2:12][CH:11]([N:14]2[CH2:15][CH2:16][CH:17]([O:20][C:21](=[O:28])[C:22]3[CH:27]=[CH:26][CH:25]=[CH:24][CH:23]=3)[CH2:18][CH2:19]2)[CH2:10][CH2:9]1)=[O:7])([CH3:4])([CH3:2])[CH3:3]. (2) Given the reactants [OH-].[Li+].C([O:5][C:6]([C:8]1[N:9]=[C:10]([O:13][CH2:14][CH2:15][O:16][CH:17]2[CH2:22][CH2:21][CH2:20][CH2:19][O:18]2)[S:11][CH:12]=1)=[O:7])C.Cl, predict the reaction product. The product is: [O:18]1[CH2:19][CH2:20][CH2:21][CH2:22][CH:17]1[O:16][CH2:15][CH2:14][O:13][C:10]1[S:11][CH:12]=[C:8]([C:6]([OH:7])=[O:5])[N:9]=1. (3) Given the reactants Cl[C:2]1[N:7]=[CH:6][N:5]=[C:4]([NH:8][C@@H:9]([C:17]([O:19][CH3:20])=[O:18])[CH2:10][C:11]2[CH:16]=[CH:15][CH:14]=[CH:13][CH:12]=2)[CH:3]=1.[CH:21]1([CH2:24][O:25][C:26]2[CH:31]=[CH:30][C:29](B(O)O)=[CH:28][CH:27]=2)[CH2:23][CH2:22]1.C(=O)([O-])[O-].[K+].[K+], predict the reaction product. The product is: [CH:21]1([CH2:24][O:25][C:26]2[CH:31]=[CH:30][C:29]([C:2]3[N:7]=[CH:6][N:5]=[C:4]([NH:8][C@@H:9]([C:17]([O:19][CH3:20])=[O:18])[CH2:10][C:11]4[CH:16]=[CH:15][CH:14]=[CH:13][CH:12]=4)[CH:3]=3)=[CH:28][CH:27]=2)[CH2:22][CH2:23]1. (4) Given the reactants C[O:2][C:3](=[O:25])[CH2:4][O:5][CH2:6][CH2:7][CH2:8][CH2:9][N:10]1[C:14](=[O:15])[CH2:13][CH2:12][C@@H:11]1/[CH:16]=[CH:17]/[C@@H:18]([OH:24])[CH2:19][CH2:20][CH2:21][CH2:22][CH3:23].[OH-].[Li+].Cl, predict the reaction product. The product is: [OH:24][C@@H:18]([CH2:19][CH2:20][CH2:21][CH2:22][CH3:23])/[CH:17]=[CH:16]/[C@H:11]1[CH2:12][CH2:13][C:14](=[O:15])[N:10]1[CH2:9][CH2:8][CH2:7][CH2:6][O:5][CH2:4][C:3]([OH:25])=[O:2]. (5) Given the reactants [C:1]([CH2:4][CH2:5][CH2:6][CH2:7][CH2:8][N+:9]1[C:17]2[C:12](=[CH:13][C:14]([S:18]([OH:21])(=[O:20])=[O:19])=[CH:15][CH:16]=2)[C:11]([CH3:29])([CH2:22][CH2:23][CH2:24][S:25]([OH:28])(=[O:27])=[O:26])[C:10]=1/[CH:30]=[CH:31]/NC1C=CC=CC=1)([OH:3])=[O:2].[CH3:39][O:40][CH2:41][CH2:42][O:43][CH2:44][CH2:45][O:46][CH2:47][CH2:48][N+:49]1[C:57]2[C:52](=[CH:53][C:54]([S:58]([OH:61])(=[O:60])=[O:59])=[CH:55][CH:56]=2)[C:51]([CH3:69])([CH2:62][CH2:63][CH2:64][S:65]([OH:68])(=[O:67])=[O:66])[C:50]=1[CH3:70].C([O-])(=O)C.[Na+:75].COCCOCC[N+]1C2C(=CC(S(O)(=O)=O)=CC=2)C(C)(CCCS(O)(=O)=O)C=1C, predict the reaction product. The product is: [Na+:75].[C:1]([CH2:4][CH2:5][CH2:6][CH2:7][CH2:8][N:9]1[C:17]2[C:12](=[CH:13][C:14]([S:18]([OH:21])(=[O:20])=[O:19])=[CH:15][CH:16]=2)[C:11]([CH3:29])([CH2:22][CH2:23][CH2:24][S:25]([OH:28])(=[O:26])=[O:27])/[C:10]/1=[CH:30]\[CH:31]=[CH:70]\[C:50]1[C:51]([CH3:69])([CH2:62][CH2:63][CH2:64][S:65]([OH:68])(=[O:67])=[O:66])[C:52]2[C:57](=[CH:56][CH:55]=[C:54]([S:58]([OH:61])(=[O:59])=[O:60])[CH:53]=2)[N+:49]=1[CH2:48][CH2:47][O:46][CH2:45][CH2:44][O:43][CH2:42][CH2:41][O:40][CH3:39])([OH:3])=[O:2].